Dataset: Catalyst prediction with 721,799 reactions and 888 catalyst types from USPTO. Task: Predict which catalyst facilitates the given reaction. Reactant: C(OC(=O)[NH:7][C@H:8]1[CH2:13][CH2:12][CH2:11][CH2:10][C@H:9]1[NH:14][C:15]1[N:16]=[CH:17][C:18]2[CH:24]=[N:23][CH:22]=[C:21]([C:25]3[CH:26]=[N:27][N:28]([CH3:30])[CH:29]=3)[C:19]=2[N:20]=1)(C)(C)C.[ClH:32]. Product: [ClH:32].[CH3:30][N:28]1[CH:29]=[C:25]([C:21]2[C:19]3[N:20]=[C:15]([NH:14][C@@H:9]4[CH2:10][CH2:11][CH2:12][CH2:13][C@@H:8]4[NH2:7])[N:16]=[CH:17][C:18]=3[CH:24]=[N:23][CH:22]=2)[CH:26]=[N:27]1. The catalyst class is: 13.